Task: Predict which catalyst facilitates the given reaction.. Dataset: Catalyst prediction with 721,799 reactions and 888 catalyst types from USPTO (1) Reactant: [OH:1][CH2:2][C:3]1[C:4]([C:16]2[CH:21]=[CH:20][C:19]([O:22][C:23](=[O:31])[C:24]3[CH:29]=[CH:28][CH:27]=[CH:26][C:25]=3[CH3:30])=[CH:18][C:17]=2[O:32][CH3:33])=[CH:5][CH:6]=[C:7]2[C:12]=1[NH:11][C:10](=[O:13])[C:9]([CH3:15])([CH3:14])[NH:8]2.[CH3:34][O:35][C:36]1[CH:41]=[CH:40][C:39]([N+:42]([O-:44])=[O:43])=[CH:38][C:37]=1O.C(P(CCCC)CCCC)CCC.N(C(N1CCCCC1)=O)=NC(N1CCCCC1)=O. Product: [CH3:33][O:32][C:17]1[CH:18]=[C:19]([O:22][C:23](=[O:31])[C:24]2[CH:29]=[CH:28][CH:27]=[CH:26][C:25]=2[CH3:30])[CH:20]=[CH:21][C:16]=1[C:4]1[C:3]([CH2:2][O:1][C:37]2[CH:38]=[C:39]([N+:42]([O-:44])=[O:43])[CH:40]=[CH:41][C:36]=2[O:35][CH3:34])=[C:12]2[C:7]([NH:8][C:9]([CH3:14])([CH3:15])[C:10](=[O:13])[NH:11]2)=[CH:6][CH:5]=1. The catalyst class is: 7. (2) Reactant: [N:1]1([CH2:6][CH2:7][O:8][C:9]2[CH:14]=[CH:13][C:12]([NH:15][CH2:16][C:17]3[CH:22]=[CH:21][C:20]([O:23][CH:24]4[CH2:29][CH2:28][CH2:27][CH2:26][O:25]4)=[CH:19][CH:18]=3)=[CH:11][CH:10]=2)[CH2:5][CH2:4][CH2:3][CH2:2]1.C(N(CC)CC)C.[CH:37]1([C:43](Cl)=[O:44])[CH2:42][CH2:41][CH2:40][CH2:39][CH2:38]1. Product: [N:1]1([CH2:6][CH2:7][O:8][C:9]2[CH:10]=[CH:11][C:12]([N:15]([CH2:16][C:17]3[CH:22]=[CH:21][C:20]([O:23][CH:24]4[CH2:29][CH2:28][CH2:27][CH2:26][O:25]4)=[CH:19][CH:18]=3)[C:43]([CH:37]3[CH2:42][CH2:41][CH2:40][CH2:39][CH2:38]3)=[O:44])=[CH:13][CH:14]=2)[CH2:2][CH2:3][CH2:4][CH2:5]1. The catalyst class is: 2.